From a dataset of NCI-60 drug combinations with 297,098 pairs across 59 cell lines. Regression. Given two drug SMILES strings and cell line genomic features, predict the synergy score measuring deviation from expected non-interaction effect. (1) Drug 1: CC(C1=C(C=CC(=C1Cl)F)Cl)OC2=C(N=CC(=C2)C3=CN(N=C3)C4CCNCC4)N. Drug 2: CN(C)N=NC1=C(NC=N1)C(=O)N. Cell line: NCI/ADR-RES. Synergy scores: CSS=-1.55, Synergy_ZIP=0.376, Synergy_Bliss=-0.640, Synergy_Loewe=-2.11, Synergy_HSA=-2.40. (2) Drug 1: CS(=O)(=O)C1=CC(=C(C=C1)C(=O)NC2=CC(=C(C=C2)Cl)C3=CC=CC=N3)Cl. Drug 2: C1CN1P(=S)(N2CC2)N3CC3. Cell line: HCC-2998. Synergy scores: CSS=8.20, Synergy_ZIP=-6.05, Synergy_Bliss=-8.48, Synergy_Loewe=-12.5, Synergy_HSA=-7.36. (3) Drug 2: CC=C1C(=O)NC(C(=O)OC2CC(=O)NC(C(=O)NC(CSSCCC=C2)C(=O)N1)C(C)C)C(C)C. Synergy scores: CSS=66.0, Synergy_ZIP=4.46, Synergy_Bliss=3.46, Synergy_Loewe=-35.6, Synergy_HSA=5.63. Drug 1: C1=NC2=C(N1)C(=S)N=C(N2)N. Cell line: NCI-H522. (4) Drug 1: CC1=CC=C(C=C1)C2=CC(=NN2C3=CC=C(C=C3)S(=O)(=O)N)C(F)(F)F. Drug 2: C1=NC(=NC(=O)N1C2C(C(C(O2)CO)O)O)N. Cell line: A498. Synergy scores: CSS=20.0, Synergy_ZIP=5.85, Synergy_Bliss=10.7, Synergy_Loewe=-8.96, Synergy_HSA=5.73.